This data is from Reaction yield outcomes from USPTO patents with 853,638 reactions. The task is: Predict the reaction yield, written as a fraction of the theoretical maximum amount of product (1.0 means a 100% yield; for example, 0.34 means a 34% yield). (1) The reactants are [Cl:1][C:2]1[N:3]=[CH:4][N:5]([CH2:8][C:9]([OH:11])=O)[C:6]=1[Cl:7].[NH2:12][C:13]1[CH:14]=[C:15]([C:19]([C:21]2[C:29]3[CH:28]=[N:27][CH:26]=[N:25][C:24]=3[N:23]([CH:30]([CH3:32])[CH3:31])[CH:22]=2)=[O:20])[CH:16]=[N:17][CH:18]=1.CN(C(ON1N=NC2C=CC=NC1=2)=[N+](C)C)C.F[P-](F)(F)(F)(F)F.CCN(C(C)C)C(C)C. The catalyst is CN(C=O)C. The product is [Cl:1][C:2]1[N:3]=[CH:4][N:5]([CH2:8][C:9]([NH:12][C:13]2[CH:18]=[N:17][CH:16]=[C:15]([C:19]([C:21]3[C:29]4[CH:28]=[N:27][CH:26]=[N:25][C:24]=4[N:23]([CH:30]([CH3:32])[CH3:31])[CH:22]=3)=[O:20])[CH:14]=2)=[O:11])[C:6]=1[Cl:7]. The yield is 0.460. (2) The reactants are [CH2:1]([N:8]1[C:12]([NH2:13])=[CH:11][N:10]=[N:9]1)[C:2]1[CH:7]=[CH:6][CH:5]=[CH:4][CH:3]=1.[Si:14]([O:21][CH:22]1[CH2:27][CH2:26][C:25](=O)[CH2:24][CH2:23]1)([C:17]([CH3:20])([CH3:19])[CH3:18])([CH3:16])[CH3:15].C(O[BH-](OC(=O)C)OC(=O)C)(=O)C.[Na+]. The catalyst is C(O)(=O)C. The product is [CH2:1]([N:8]1[C:12]([NH:13][CH:25]2[CH2:26][CH2:27][CH:22]([O:21][Si:14]([C:17]([CH3:20])([CH3:19])[CH3:18])([CH3:15])[CH3:16])[CH2:23][CH2:24]2)=[CH:11][N:10]=[N:9]1)[C:2]1[CH:7]=[CH:6][CH:5]=[CH:4][CH:3]=1. The yield is 0.470. (3) The reactants are [Si]([O:8][C@@H:9]1[C@@:38]2([CH3:39])[C:13](=[CH:14][CH:15]=[C:16]3[C@@H:37]2[CH2:36][CH2:35][C@@:34]2([CH3:40])[C@H:17]3[CH2:18][CH2:19][C@@H:20]2[C@@H:21]([O:23][CH:24]([C:27]([O:29][CH:30]([CH3:33])[CH2:31][CH3:32])=[O:28])[CH2:25][CH3:26])[CH3:22])[CH2:12][C@@H:11]([O:41][Si](C(C)(C)C)(C)C)[CH2:10]1)(C(C)(C)C)(C)C.O1CCCC1.[F-].C([N+](CCCC)(CCCC)CCCC)CCC.C(O)(=O)C. The catalyst is C(OCC)(=O)C. The product is [OH:8][C@@H:9]1[C@@:38]2([CH3:39])[C:13](=[CH:14][CH:15]=[C:16]3[C@@H:37]2[CH2:36][CH2:35][C@@:34]2([CH3:40])[C@H:17]3[CH2:18][CH2:19][C@@H:20]2[C@@H:21]([O:23][CH:24]([C:27]([O:29][CH:30]([CH3:33])[CH2:31][CH3:32])=[O:28])[CH2:25][CH3:26])[CH3:22])[CH2:12][C@@H:11]([OH:41])[CH2:10]1. The yield is 0.570. (4) The reactants are [CH3:1][O:2][C:3]1[CH:4]=[C:5]([CH:9]=[C:10]([N+:12]([O-:14])=[O:13])[CH:11]=1)[C:6](O)=[O:7].C(Cl)(C([Cl:19])=O)=O.CN(C=O)C. The catalyst is C(Cl)Cl. The product is [CH3:1][O:2][C:3]1[CH:4]=[C:5]([CH:9]=[C:10]([N+:12]([O-:14])=[O:13])[CH:11]=1)[C:6]([Cl:19])=[O:7]. The yield is 0.950. (5) The reactants are Br[C:2]1[CH:7]=[CH:6][CH:5]=[CH:4][C:3]=1[N+:8]([O-:10])=[O:9].[CH:11]([C:14]1[CH:20]=[CH:19][CH:18]=[C:17]([CH:21]([CH3:23])[CH3:22])[C:15]=1[NH2:16])([CH3:13])[CH3:12].C(=O)([O-])[O-].[Cs+].[Cs+]. The catalyst is C1C=CC(/C=C/C(/C=C/C2C=CC=CC=2)=O)=CC=1.C1C=CC(/C=C/C(/C=C/C2C=CC=CC=2)=O)=CC=1.C1C=CC(/C=C/C(/C=C/C2C=CC=CC=2)=O)=CC=1.[Pd].[Pd].C1(P(C2CCCCC2)C2C=CC=CC=2C2C(OC)=CC=CC=2OC)CCCCC1.C1(C)C=CC=CC=1. The product is [CH:21]([C:17]1[CH:18]=[CH:19][CH:20]=[C:14]([CH:11]([CH3:13])[CH3:12])[C:15]=1[NH:16][C:2]1[CH:7]=[CH:6][CH:5]=[CH:4][C:3]=1[N+:8]([O-:10])=[O:9])([CH3:23])[CH3:22]. The yield is 0.960. (6) The reactants are [CH3:1][N:2]1[C:10]2[C:5](=[CH:6][C:7]([CH:11]=O)=[CH:8][CH:9]=2)[CH:4]=[CH:3]1.[CH3:13][NH2:14].[BH4-].[Na+].O. The catalyst is CO. The product is [CH3:13][NH:14][CH2:11][C:7]1[CH:6]=[C:5]2[C:10](=[CH:9][CH:8]=1)[N:2]([CH3:1])[CH:3]=[CH:4]2. The yield is 0.450. (7) The reactants are Br[CH2:2][C:3]1[CH:8]=[CH:7][CH:6]=[CH:5][C:4]=1[F:9].[OH:10][C:11]1[CH:12]=[C:13]([CH:16]=[CH:17][CH:18]=1)[CH:14]=[O:15].C([O-])([O-])=O.[K+].[K+]. The catalyst is CN(C=O)C. The product is [F:9][C:4]1[CH:5]=[CH:6][CH:7]=[CH:8][C:3]=1[CH2:2][O:10][C:11]1[CH:12]=[C:13]([CH:16]=[CH:17][CH:18]=1)[CH:14]=[O:15]. The yield is 1.00.